Dataset: Reaction yield outcomes from USPTO patents with 853,638 reactions. Task: Predict the reaction yield, written as a fraction of the theoretical maximum amount of product (1.0 means a 100% yield; for example, 0.34 means a 34% yield). The reactants are [Br:1][C:2]1[CH:7]=[CH:6][C:5]([N:8]2[C:13](=[O:14])[CH:12]=[C:11]([O:15][CH:16]3[CH2:21][CH2:20][N:19](C(OC(C)(C)C)=O)[CH2:18][CH2:17]3)[C:10]([C:29]#[N:30])=[N:9]2)=[C:4]([F:31])[CH:3]=1.[ClH:32].O1CCOCC1.CCOCC. The catalyst is C(Cl)Cl. The product is [ClH:32].[Br:1][C:2]1[CH:7]=[CH:6][C:5]([N:8]2[C:13](=[O:14])[CH:12]=[C:11]([O:15][CH:16]3[CH2:17][CH2:18][NH:19][CH2:20][CH2:21]3)[C:10]([C:29]#[N:30])=[N:9]2)=[C:4]([F:31])[CH:3]=1. The yield is 0.850.